This data is from Catalyst prediction with 721,799 reactions and 888 catalyst types from USPTO. The task is: Predict which catalyst facilitates the given reaction. (1) Reactant: [F:1][C:2]1[CH:7]=[C:6]([O:8][C:9]2[C:10]3[N:17]([CH3:18])[CH:16]=[CH:15][C:11]=3[N:12]=[CH:13][N:14]=2)[CH:5]=[CH:4][C:3]=1[NH:19][C:20]([NH:22][C:23]1[CH:28]=[CH:27][CH:26]=[C:25]([C:29]([F:32])([F:31])[F:30])[CH:24]=1)=[O:21].C(OC(=O)C)C.[C:39]1([S:45]([OH:48])(=[O:47])=[O:46])[CH:44]=[CH:43][CH:42]=[CH:41][CH:40]=1. Product: [C:39]1([S:45]([OH:48])(=[O:47])=[O:46])[CH:44]=[CH:43][CH:42]=[CH:41][CH:40]=1.[F:1][C:2]1[CH:7]=[C:6]([O:8][C:9]2[C:10]3[N:17]([CH3:18])[CH:16]=[CH:15][C:11]=3[N:12]=[CH:13][N:14]=2)[CH:5]=[CH:4][C:3]=1[NH:19][C:20]([NH:22][C:23]1[CH:28]=[CH:27][CH:26]=[C:25]([C:29]([F:31])([F:30])[F:32])[CH:24]=1)=[O:21]. The catalyst class is: 13. (2) Reactant: [Br:1][C:2]1[CH:7]=[CH:6][C:5]([CH:8]2[NH:13][C:12](=[O:14])[CH2:11][CH2:10][C:9]2=[N:15]O)=[CH:4][CH:3]=1. Product: [NH2:15][C@H:9]1[C@@H:8]([C:5]2[CH:6]=[CH:7][C:2]([Br:1])=[CH:3][CH:4]=2)[NH:13][C:12](=[O:14])[CH2:11][CH2:10]1. The catalyst class is: 470.